From a dataset of Reaction yield outcomes from USPTO patents with 853,638 reactions. Predict the reaction yield, written as a fraction of the theoretical maximum amount of product (1.0 means a 100% yield; for example, 0.34 means a 34% yield). The product is [OH:13][CH2:14][CH:15]([CH2:21][N:1]1[CH2:2][CH:3]([CH2:10][CH2:11][CH3:12])[CH2:4][C:5]1=[O:7])[C:16]([O:18][CH2:19][CH3:20])=[O:17]. The catalyst is CCO.C1COCC1. The yield is 0.370. The reactants are [NH2:1][CH2:2][CH:3]([CH2:10][CH2:11][CH3:12])[CH2:4][C:5]([O:7]CC)=O.[OH:13][CH2:14][C:15](=[CH2:21])[C:16]([O:18][CH2:19][CH3:20])=[O:17].CCN(CC)CC.